Dataset: NCI-60 drug combinations with 297,098 pairs across 59 cell lines. Task: Regression. Given two drug SMILES strings and cell line genomic features, predict the synergy score measuring deviation from expected non-interaction effect. Drug 1: C1=CC(=C2C(=C1NCCNCCO)C(=O)C3=C(C=CC(=C3C2=O)O)O)NCCNCCO. Drug 2: CCN(CC)CCCC(C)NC1=C2C=C(C=CC2=NC3=C1C=CC(=C3)Cl)OC. Cell line: RPMI-8226. Synergy scores: CSS=76.5, Synergy_ZIP=6.84, Synergy_Bliss=4.21, Synergy_Loewe=3.40, Synergy_HSA=9.71.